This data is from CYP2C9 inhibition data for predicting drug metabolism from PubChem BioAssay. The task is: Regression/Classification. Given a drug SMILES string, predict its absorption, distribution, metabolism, or excretion properties. Task type varies by dataset: regression for continuous measurements (e.g., permeability, clearance, half-life) or binary classification for categorical outcomes (e.g., BBB penetration, CYP inhibition). Dataset: cyp2c9_veith. The compound is C#C[C@@]1(OC(C)=O)CC[C@@H]2[C@@H]3CCC4=C[C@@H](OC(C)=O)CC[C@H]4[C@H]3CC[C@]21C. The result is 1 (inhibitor).